From a dataset of HIV replication inhibition screening data with 41,000+ compounds from the AIDS Antiviral Screen. Binary Classification. Given a drug SMILES string, predict its activity (active/inactive) in a high-throughput screening assay against a specified biological target. (1) The drug is Cc1cccc(C(C)(C)C)c1NC(=O)C(Cc1nc2ccc([N+](=O)[O-])cc2nc1O)=NNC(=O)C[N+](C)(C)C.[Cl-]. The result is 0 (inactive). (2) The result is 0 (inactive). The drug is C[n+]1c2ccccc2n2c3ccccc3c(NCCCN3CCOCC3)c(C#N)c21.Cc1ccc(S(=O)(=O)[O-])cc1.